Predict the reactants needed to synthesize the given product. From a dataset of Full USPTO retrosynthesis dataset with 1.9M reactions from patents (1976-2016). (1) Given the product [Cl:1][C:2]1[CH:33]=[CH:32][CH:31]=[C:30]([C:34]([F:36])([F:37])[F:35])[C:3]=1[C:4]([N:6]1[C:14]2[C:9](=[CH:10][CH:11]=[C:12]([C:15]#[C:16][CH:17]([OH:18])[CH3:38])[CH:13]=2)[C:8]([C:19]2[CH:28]=[CH:27][C:22]([C:23]([O:25][CH3:26])=[O:24])=[CH:21][C:20]=2[F:29])=[N:7]1)=[O:5], predict the reactants needed to synthesize it. The reactants are: [Cl:1][C:2]1[CH:33]=[CH:32][CH:31]=[C:30]([C:34]([F:37])([F:36])[F:35])[C:3]=1[C:4]([N:6]1[C:14]2[C:9](=[CH:10][CH:11]=[C:12]([C:15]#[C:16][CH:17]=[O:18])[CH:13]=2)[C:8]([C:19]2[CH:28]=[CH:27][C:22]([C:23]([O:25][CH3:26])=[O:24])=[CH:21][C:20]=2[F:29])=[N:7]1)=[O:5].[CH3:38][Mg+].[Br-]. (2) Given the product [C:27]([O:26][C:24](=[O:25])[C:23]([O:1][C:2]1[CH:11]=[CH:10][C:9]2[CH2:8][CH:7]([NH:12][C:13](=[O:15])[CH3:14])[CH2:6][CH2:5][C:4]=2[CH:3]=1)([CH3:32])[CH3:31])([CH3:30])([CH3:29])[CH3:28], predict the reactants needed to synthesize it. The reactants are: [OH:1][C:2]1[CH:3]=[C:4]2[C:9](=[CH:10][CH:11]=1)[CH2:8][CH:7]([NH:12][C:13](=[O:15])[CH3:14])[CH2:6][CH2:5]2.C([O-])([O-])=O.[Cs+].[Cs+].Br[C:23]([CH3:32])([CH3:31])[C:24]([O:26][C:27]([CH3:30])([CH3:29])[CH3:28])=[O:25]. (3) The reactants are: [F:1][C:2]1[C:3]([NH:23][C:24]2[CH:29]=[CH:28][C:27]([CH:30]=[CH2:31])=[CH:26][C:25]=2[F:32])=[C:4]([CH:9]([OH:22])[CH2:10][O:11][Si:12]([CH:19]([CH3:21])[CH3:20])([CH:16]([CH3:18])[CH3:17])[CH:13]([CH3:15])[CH3:14])[CH:5]=[CH:6][C:7]=1[F:8].[H][H]. Given the product [CH2:30]([C:27]1[CH:28]=[CH:29][C:24]([NH:23][C:3]2[C:2]([F:1])=[C:7]([F:8])[CH:6]=[CH:5][C:4]=2[CH:9]([OH:22])[CH2:10][O:11][Si:12]([CH:19]([CH3:21])[CH3:20])([CH:13]([CH3:15])[CH3:14])[CH:16]([CH3:18])[CH3:17])=[C:25]([F:32])[CH:26]=1)[CH3:31], predict the reactants needed to synthesize it. (4) Given the product [CH3:7][N:3]1[CH:4]=[CH:5][N:6]=[C:2]1[S:1][CH2:9][CH2:10][N:11]1[CH2:12][CH2:13][N:14]([C:17]2[CH:22]=[CH:21][CH:20]=[C:19]([C:23]([F:26])([F:24])[F:25])[CH:18]=2)[CH2:15][CH2:16]1, predict the reactants needed to synthesize it. The reactants are: [SH:1][C:2]1[N:3]([CH3:7])[CH:4]=[CH:5][N:6]=1.Cl[CH2:9][CH2:10][N:11]1[CH2:16][CH2:15][N:14]([C:17]2[CH:22]=[CH:21][CH:20]=[C:19]([C:23]([F:26])([F:25])[F:24])[CH:18]=2)[CH2:13][CH2:12]1.C([O-])([O-])=O.[K+].[K+].O. (5) Given the product [NH2:20][C@H:21]([CH2:36][CH:37]([CH3:38])[CH3:39])[C:22]([NH:6][C:5]1[CH:7]=[CH:8][C:2]([C:45]2[O:41][CH:42]=[N:43][CH:44]=2)=[C:3]([O:9][C:10]([F:13])([F:12])[F:11])[CH:4]=1)=[O:23], predict the reactants needed to synthesize it. The reactants are: Br[C:2]1[CH:8]=[CH:7][C:5]([NH2:6])=[CH:4][C:3]=1[O:9][C:10]([F:13])([F:12])[F:11].C(OC(=O)[NH:20][C@H:21]([CH2:36][CH:37]([CH3:39])[CH3:38])[C:22](NC1C=C(OC)C(Br)=CC=1C#N)=[O:23])(C)(C)C.[O:41]1[CH:45]=[CH:44][N:43]=[CH:42]1. (6) The reactants are: [NH2:1][C:2]1[N:3]=[CH:4][C:5]2[S:10][C:9](=[O:11])[N:8]([CH:12]3[O:20][CH:19]4[CH:14]([O:15][Si](C(C)(C)C)(C(C)(C)C)[O:17][CH2:18]4)[CH:13]3[O:29][C:30](=[O:32])[CH3:31])[C:6]=2[N:7]=1.N1C=CC=CC=1. Given the product [NH2:1][C:2]1[N:3]=[CH:4][C:5]2[S:10][C:9](=[O:11])[N:8]([CH:12]3[CH:13]([O:29][C:30](=[O:32])[CH3:31])[CH:14]([OH:15])[CH:19]([CH2:18][OH:17])[O:20]3)[C:6]=2[N:7]=1, predict the reactants needed to synthesize it. (7) Given the product [Br:1][C:2]1[CH:3]=[C:4]2[C:8](=[C:9]([C:11]([NH2:26])=[O:12])[CH:10]=1)[NH:7][CH:6]=[C:5]2[CH:14]1[CH2:19][CH2:18][S:17](=[O:21])(=[O:20])[CH:16]([CH:22]([CH3:24])[CH3:23])[CH2:15]1, predict the reactants needed to synthesize it. The reactants are: [Br:1][C:2]1[CH:3]=[C:4]2[C:8](=[C:9]([C:11](O)=[O:12])[CH:10]=1)[NH:7][CH:6]=[C:5]2[CH:14]1[CH2:19][CH2:18][S:17](=[O:21])(=[O:20])[CH:16]([CH:22]([CH3:24])[CH3:23])[CH2:15]1.O[N:26]1C2C=CC=CC=2N=N1.C(N=C=NCCCN(C)C)C.N.O1CCOCC1. (8) Given the product [N+:1]([C:4]1[CH:5]=[CH:6][C:7]([O:10][C:11]2[CH:16]=[CH:15][C:14]([CH:17]([CH3:24])[C:18]([O:20][CH3:21])=[O:19])=[CH:13][CH:12]=2)=[N:8][CH:9]=1)([O-:3])=[O:2], predict the reactants needed to synthesize it. The reactants are: [N+:1]([C:4]1[CH:5]=[CH:6][C:7]([O:10][C:11]2[CH:16]=[CH:15][C:14]([CH2:17][C:18]([O:20][CH3:21])=[O:19])=[CH:13][CH:12]=2)=[N:8][CH:9]=1)([O-:3])=[O:2].[H-].[Na+].[CH3:24]I.[Cl-].[NH4+]. (9) Given the product [CH2:8]([C:7]12[O:6][CH:8]([CH2:9][CH2:10][CH2:11][CH2:12][CH2:13][CH3:14])[CH2:7][N:1]1[CH2:2][CH:3]([CH3:4])[O:5]2)[CH2:9][CH2:10][CH3:11], predict the reactants needed to synthesize it. The reactants are: [NH2:1][CH2:2][CH:3]([OH:5])[CH3:4].[O:6]1[CH:8]([CH2:9][CH2:10][CH2:11][CH2:12][CH2:13][CH3:14])[CH2:7]1. (10) Given the product [CH3:8][N:10]([CH3:11])[C:5]1[C:6]([C:8]([NH:10][C:11]2[CH:19]=[C:18]([C:20]3[CH:28]=[CH:27][CH:26]=[C:25]4[C:21]=3[CH:22]=[CH:23][NH:24]4)[CH:17]=[C:16]3[C:12]=2[CH:13]=[N:14][NH:15]3)=[O:9])=[N:7][C:2]([N:7]2[CH2:6][CH2:5][O:35][CH2:34][CH2:2]2)=[CH:3][CH:4]=1, predict the reactants needed to synthesize it. The reactants are: Cl[C:2]1[N:7]=[C:6]([C:8]([NH:10][C:11]2[CH:19]=[C:18]([C:20]3[CH:28]=[CH:27][CH:26]=[C:25]4[C:21]=3[CH:22]=[CH:23][NH:24]4)[CH:17]=[C:16]3[C:12]=2[CH:13]=[N:14][NH:15]3)=[O:9])[C:5](F)=[CH:4][CH:3]=1.CS(C)=O.[CH3:34][OH:35].